This data is from Reaction yield outcomes from USPTO patents with 853,638 reactions. The task is: Predict the reaction yield, written as a fraction of the theoretical maximum amount of product (1.0 means a 100% yield; for example, 0.34 means a 34% yield). (1) The reactants are C1(S([N:10]2[C:14]3=[N:15][CH:16]=[C:17]([C:19]4[NH:23][CH:22]=[N:21][N:20]=4)[CH:18]=[C:13]3[C:12]([C:24]3[CH:28]=[CH:27][O:26][CH:25]=3)=[CH:11]2)(=O)=O)C=CC=CC=1.[OH-].[Na+]. The catalyst is CCO. The product is [O:26]1[CH:27]=[CH:28][C:24]([C:12]2[C:13]3[C:14](=[N:15][CH:16]=[C:17]([C:19]4[NH:23][CH:22]=[N:21][N:20]=4)[CH:18]=3)[NH:10][CH:11]=2)=[CH:25]1. The yield is 0.280. (2) The reactants are [CH3:1][C:2]1[C:7]([OH:8])=[CH:6][CH:5]=[CH:4][N:3]=1.[Cl:9][C:10]1[C:15]([CH3:16])=[C:14](Cl)[N:13]=[CH:12][N:11]=1.CC(N(C)C)=O.C(=O)([O-])[O-].[K+].[K+]. The catalyst is O. The product is [Cl:9][C:10]1[C:15]([CH3:16])=[C:14]([O:8][C:7]2[C:2]([CH3:1])=[N:3][CH:4]=[CH:5][CH:6]=2)[N:13]=[CH:12][N:11]=1. The yield is 0.895. (3) The reactants are [CH3:1][N:2]1[CH2:7][CH2:6][NH:5][CH2:4][CH2:3]1.ON1C2C=CC=CC=2N=N1.CN1CCOCC1.Cl.C(N=C=NCCCN(C)C)C.[C:37]([S:40][CH2:41][CH2:42][N:43]([CH2:52][CH2:53][CH:54]1[CH2:59][CH2:58][CH2:57][CH2:56][CH2:55]1)[C:44](=[O:51])[NH:45][C@@H:46]([CH3:50])[C:47]([OH:49])=O)(=[O:39])[CH3:38]. The catalyst is C(Cl)Cl. The product is [C:37]([S:40][CH2:41][CH2:42][N:43]([CH2:52][CH2:53][CH:54]1[CH2:59][CH2:58][CH2:57][CH2:56][CH2:55]1)[C:44](=[O:51])[NH:45][C@@H:46]([CH3:50])[C:47]([N:5]1[CH2:6][CH2:7][N:2]([CH3:1])[CH2:3][CH2:4]1)=[O:49])(=[O:39])[CH3:38]. The yield is 0.780. (4) The reactants are Cl[C:2]1[N:3]=[C:4]([N:14]2[CH2:19][CH2:18][O:17][CH2:16][CH2:15]2)[C:5]2[O:6][CH2:7][C:8](=[O:13])[N:9]([CH3:12])[C:10]=2[N:11]=1.CC1(C)C(C)(C)OB([C:28]2[CH:29]=[N:30][C:31]([NH2:34])=[N:32][CH:33]=2)O1.C(=O)([O-])[O-].[Na+].[Na+]. The catalyst is C(#N)C.Cl[Pd](Cl)([P](C1C=CC=CC=1)(C1C=CC=CC=1)C1C=CC=CC=1)[P](C1C=CC=CC=1)(C1C=CC=CC=1)C1C=CC=CC=1. The product is [NH2:34][C:31]1[N:32]=[CH:33][C:28]([C:2]2[N:3]=[C:4]([N:14]3[CH2:19][CH2:18][O:17][CH2:16][CH2:15]3)[C:5]3[O:6][CH2:7][C:8](=[O:13])[N:9]([CH3:12])[C:10]=3[N:11]=2)=[CH:29][N:30]=1. The yield is 0.710. (5) The reactants are [C:1]([O:6][CH2:7][CH3:8])(=[O:5])[CH:2]([CH3:4])[CH3:3].[Li+].CC([N-][CH:14]([CH3:16])[CH3:15])C.Br[CH2:18][CH2:19][CH2:20][CH2:21][CH2:22][O:23][CH2:24][CH2:25][CH2:26][CH2:27][CH2:28]Br.[OH2:30].C1[CH2:35][O:34][CH2:33][CH2:32]1. The catalyst is C(OCC)(=O)C. The product is [CH2:33]([O:34][C:35](=[O:30])[C:14]([CH3:15])([CH3:16])[CH2:18][CH2:19][CH2:20][CH2:21][CH2:22][O:23][CH2:24][CH2:25][CH2:26][CH2:27][CH2:28][C:2]([C:1]([O:6][CH2:7][CH3:8])=[O:5])([CH3:4])[CH3:3])[CH3:32]. The yield is 0.890.